This data is from Forward reaction prediction with 1.9M reactions from USPTO patents (1976-2016). The task is: Predict the product of the given reaction. Given the reactants I[C:2]1[CH:8]=[CH:7][CH:6]=[CH:5][C:3]=1[NH2:4].[F:9][C:10]1[CH:15]=[CH:14][C:13](B(O)O)=[CH:12][CH:11]=1.[OH-].[Na+].[C:21]1([C:28]2[CH:33]=[CH:32][CH:31]=[CH:30][CH:29]=2)[C:22]([NH2:27])=[CH:23][CH:24]=[CH:25][CH:26]=1.[C:34](O[C:34](=[O:37])[CH2:35][CH3:36])(=[O:37])[CH2:35][CH3:36].N1C=CC=CC=1, predict the reaction product. The product is: [C:21]1([C:28]2[CH:29]=[CH:30][CH:31]=[CH:32][CH:33]=2)[C:22]([NH2:27])=[CH:23][CH:24]=[CH:25][CH:26]=1.[F:9][C:10]1[CH:15]=[CH:14][C:13]([C:2]2[CH:8]=[CH:7][CH:6]=[CH:5][C:3]=2[NH:4][C:34](=[O:37])[CH2:35][CH3:36])=[CH:12][CH:11]=1.